This data is from Full USPTO retrosynthesis dataset with 1.9M reactions from patents (1976-2016). The task is: Predict the reactants needed to synthesize the given product. (1) Given the product [O:34]1[CH2:35][CH:36]=[C:37]([C:2]2[CH:7]=[C:6]([NH:8][C:9]3[CH:10]=[CH:11][N:12]=[CH:13][N:14]=3)[C:5](=[O:21])[N:4]3[C:22]4([CH2:26][CH2:30][CH2:31][CH2:32][CH2:27]4)[NH:23][C:24](=[O:25])[C:3]=23)[CH2:38][CH2:39]1, predict the reactants needed to synthesize it. The reactants are: Cl[C:2]1[CH:7]=[C:6]([NH:8][C:9]2[N:14]=[CH:13][N:12]=[C:11](NC(C3CC3)=O)[CH:10]=2)[C:5](=[O:21])[N:4]2[C:22]([C:27]3[CH:32]=[CH:31][CH:30]=C(F)C=3)([CH3:26])[NH:23][C:24](=[O:25])[C:3]=12.[O:34]1[CH2:39][CH:38]=[C:37](B2OC(C)(C)C(C)(C)O2)[CH2:36][CH2:35]1.C(=O)([O-])[O-].[Na+].[Na+].ClCCl. (2) The reactants are: [F:1][C:2]1[CH:7]=[CH:6][C:5](B(O)O)=[CH:4][C:3]=1[CH3:11].[NH2:12][C:13]1[N:14]=[C:15]([N:24]2[CH2:29][CH2:28][N:27]([C:30](=[O:40])[CH2:31][O:32][C:33]3[CH:38]=[CH:37][C:36]([Cl:39])=[CH:35][CH:34]=3)[CH2:26][CH2:25]2)[C:16]2[N:22]=[C:21](Cl)[CH:20]=[CH:19][C:17]=2[N:18]=1. Given the product [NH2:12][C:13]1[N:14]=[C:15]([N:24]2[CH2:25][CH2:26][N:27]([C:30](=[O:40])[CH2:31][O:32][C:33]3[CH:38]=[CH:37][C:36]([Cl:39])=[CH:35][CH:34]=3)[CH2:28][CH2:29]2)[C:16]2[N:22]=[C:21]([C:5]3[CH:6]=[CH:7][C:2]([F:1])=[C:3]([CH3:11])[CH:4]=3)[CH:20]=[CH:19][C:17]=2[N:18]=1, predict the reactants needed to synthesize it. (3) Given the product [N:13]1[CH:12]=[CH:11][CH:10]=[CH:9][C:8]=1[N:7]([CH2:17][C:18]1[CH:19]=[CH:20][C:21]([CH2:24][N:25]2[CH2:38][CH2:37][CH2:36][N:35]([C:39]([O:41][C:42]([CH3:43])([CH3:44])[CH3:45])=[O:40])[CH2:34][CH2:33][N:32]([C:46]([O:48][C:49]([CH3:51])([CH3:50])[CH3:52])=[O:47])[CH2:31][CH2:30][CH2:29][N:28]([C:53]([O:55][C:56]([CH3:59])([CH3:58])[CH3:57])=[O:54])[CH2:27][CH2:26]2)=[CH:22][CH:23]=1)[C:5]1[CH:6]=[CH:1][CH:2]=[CH:3][N:4]=1, predict the reactants needed to synthesize it. The reactants are: [CH:1]1[CH:6]=[C:5]([NH:7][C:8]2[N:13]=[CH:12][CH:11]=[CH:10][CH:9]=2)[N:4]=[CH:3][CH:2]=1.[H-].[Na+].Br[CH2:17][C:18]1[CH:23]=[CH:22][C:21]([CH2:24][N:25]2[CH2:38][CH2:37][CH2:36][N:35]([C:39]([O:41][C:42]([CH3:45])([CH3:44])[CH3:43])=[O:40])[CH2:34][CH2:33][N:32]([C:46]([O:48][C:49]([CH3:52])([CH3:51])[CH3:50])=[O:47])[CH2:31][CH2:30][CH2:29][N:28]([C:53]([O:55][C:56]([CH3:59])([CH3:58])[CH3:57])=[O:54])[CH2:27][CH2:26]2)=[CH:20][CH:19]=1.O. (4) Given the product [Cl:1][C:2]1[CH:3]=[C:4]([CH:9]2[C:18]3[C:13](=[CH:14][C:15]([O:19][CH3:20])=[CH:16][CH:17]=3)[CH2:12][N:11]([S:39]([C:34]3[CH:35]=[CH:36][CH:37]=[CH:38][C:33]=3[N+:30]([O-:32])=[O:31])(=[O:40])=[O:41])[CH2:10]2)[CH:5]=[CH:6][C:7]=1[Cl:8], predict the reactants needed to synthesize it. The reactants are: [Cl:1][C:2]1[CH:3]=[C:4]([CH:9]2[C:18]3[C:13](=[CH:14][C:15]([O:19][CH3:20])=[CH:16][CH:17]=3)[CH2:12][NH:11][CH2:10]2)[CH:5]=[CH:6][C:7]=1[Cl:8].C(N(CC)C(C)C)(C)C.[N+:30]([C:33]1[CH:38]=[CH:37][CH:36]=[CH:35][C:34]=1[S:39](Cl)(=[O:41])=[O:40])([O-:32])=[O:31]. (5) The reactants are: [OH-].[NH4+:2].CO[C:5](=[O:29])[CH2:6][N:7]1[CH2:11][CH2:10][CH:9]([C:12]2[CH:17]=[CH:16][C:15]([S:18]([C:21]3[CH:26]=[CH:25][CH:24]=[C:23]([F:27])[CH:22]=3)(=[O:20])=[O:19])=[CH:14][C:13]=2[CH3:28])[CH2:8]1. Given the product [F:27][C:23]1[CH:22]=[C:21]([S:18]([C:15]2[CH:16]=[CH:17][C:12]([CH:9]3[CH2:10][CH2:11][N:7]([CH2:6][C:5]([NH2:2])=[O:29])[CH2:8]3)=[C:13]([CH3:28])[CH:14]=2)(=[O:20])=[O:19])[CH:26]=[CH:25][CH:24]=1, predict the reactants needed to synthesize it.